From a dataset of Reaction yield outcomes from USPTO patents with 853,638 reactions. Predict the reaction yield, written as a fraction of the theoretical maximum amount of product (1.0 means a 100% yield; for example, 0.34 means a 34% yield). (1) The reactants are Br[C:2]1[CH:11]=[CH:10][C:9]2[C:4](=[CH:5][CH:6]=[C:7]([F:12])[CH:8]=2)[CH:3]=1.B1(B2OC(C)(C)C(C)(C)O2)OC(C)(C)C(C)(C)O1.ClCCl.C([O-])(=O)C.[K+].Br[C:40]1[C:48]2[C:43](=[CH:44][CH:45]=[C:46]([C:49]#[N:50])[CH:47]=2)[N:42]([CH:51]2[CH2:56][CH2:55][CH2:54][CH2:53][O:52]2)[N:41]=1.P([O-])([O-])([O-])=O.[K+].[K+].[K+]. The catalyst is CN(C=O)C. The product is [F:12][C:7]1[CH:8]=[C:9]2[C:4](=[CH:5][CH:6]=1)[CH:3]=[C:2]([C:40]1[C:48]3[C:43](=[CH:44][CH:45]=[C:46]([C:49]#[N:50])[CH:47]=3)[N:42]([CH:51]3[CH2:56][CH2:55][CH2:54][CH2:53][O:52]3)[N:41]=1)[CH:11]=[CH:10]2. The yield is 0.560. (2) The product is [CH3:11][O:12][C:13]1[CH:20]=[CH:19][C:16]([CH2:17][N:6]2[CH:7]=[CH:8][C:4]([N+:1]([O-:3])=[O:2])=[N:5]2)=[CH:15][CH:14]=1. The yield is 0.820. The catalyst is CN(C)C=O. The reactants are [N+:1]([C:4]1[CH:8]=[CH:7][NH:6][N:5]=1)([O-:3])=[O:2].[H-].[Na+].[CH3:11][O:12][C:13]1[CH:20]=[CH:19][C:16]([CH2:17]Cl)=[CH:15][CH:14]=1. (3) The reactants are [CH2:1]1[C:10]2[C:5](=[CH:6][CH:7]=[CH:8][CH:9]=2)[CH2:4][C:3](=[O:11])[O:2]1.[BrH:12]. The catalyst is C(O)(=O)C. The product is [Br:12][CH2:1][C:10]1[CH:9]=[CH:8][CH:7]=[CH:6][C:5]=1[CH2:4][C:3]([OH:2])=[O:11]. The yield is 0.930. (4) The reactants are [OH:1][CH2:2][C@H:3]1[O:7][C:6](=[O:8])[CH2:5][CH2:4]1.[O:9]1[CH:14]=[CH:13][CH2:12][CH2:11][CH2:10]1.C1(C)C=CC(S([O-])(=O)=O)=CC=1.[NH+]1C=CC=CC=1. The catalyst is ClCCl. The product is [O:9]1[CH2:14][CH2:13][CH2:12][CH2:11][CH:10]1[O:1][CH2:2][C@H:3]1[O:7][C:6](=[O:8])[CH2:5][CH2:4]1. The yield is 0.930. (5) The product is [CH:13]([O:12][C:9]1([C:6]2[CH:5]=[CH:4][C:3]([C:1]#[C:2][C:24]3[CH:25]=[CH:26][C:21]([C:20]([O:19][CH2:17][CH3:18])=[O:28])=[CH:22][CH:23]=3)=[CH:8][C:7]=2[CH3:29])[CH2:10][CH2:11]1)([CH3:14])[CH3:15]. The yield is 0.560. The reactants are [C:1]([C:3]1[CH:8]=[CH:7][C:6]([C:9]2([O:12][CH:13]([CH3:15])[CH3:14])[CH2:11][CH2:10]2)=[CH:5][C:4]=1C)#[CH:2].[CH2:17]([O:19][C:20](=[O:28])[C:21]1[CH:26]=[CH:25][C:24](I)=[CH:23][CH:22]=1)[CH3:18].[CH2:29](N(CC)CC)C. The catalyst is [Cu]I.Cl[Pd](Cl)([P](C1C=CC=CC=1)(C1C=CC=CC=1)C1C=CC=CC=1)[P](C1C=CC=CC=1)(C1C=CC=CC=1)C1C=CC=CC=1.